This data is from Catalyst prediction with 721,799 reactions and 888 catalyst types from USPTO. The task is: Predict which catalyst facilitates the given reaction. (1) Reactant: [CH:1]1([CH2:4][C:5]2[C:10]([C:11]3[CH:16]=[CH:15][N:14]=[C:13]([S:17][CH3:18])[N:12]=3)=[CH:9][N:8]=[C:7]([NH:19][CH2:20][C:21]([CH3:24])([OH:23])[CH3:22])[N:6]=2)[CH2:3][CH2:2]1.C1C=C(Cl)C=C(C(OO)=[O:33])C=1. Product: [CH:1]1([CH2:4][C:5]2[C:10]([C:11]3[CH:16]=[CH:15][N:14]=[C:13]([S:17]([CH3:18])=[O:33])[N:12]=3)=[CH:9][N:8]=[C:7]([NH:19][CH2:20][C:21]([CH3:24])([OH:23])[CH3:22])[N:6]=2)[CH2:2][CH2:3]1. The catalyst class is: 2. (2) Reactant: [NH2:1][C:2]1[N:7]=[C:6]([C:8]([OH:10])=O)[CH:5]=[CH:4][CH:3]=1.CC(N(C)C)=O.[C:17]12([CH2:27][NH2:28])[CH2:26][CH:21]3[CH2:22][CH:23]([CH2:25][CH:19]([CH2:20]3)[CH2:18]1)[CH2:24]2.F[P-](F)(F)(F)(F)F.N1(O[P+](N(C)C)(N(C)C)N(C)C)C2C=CC=CC=2N=N1. Product: [C:17]12([CH2:27][NH:28][C:8]([C:6]3[CH:5]=[CH:4][CH:3]=[C:2]([NH2:1])[N:7]=3)=[O:10])[CH2:24][CH:23]3[CH2:22][CH:21]([CH2:20][CH:19]([CH2:25]3)[CH2:18]1)[CH2:26]2. The catalyst class is: 3. (3) Product: [CH3:43][C:40]([O:39][C:37]([NH:36][C@@H:35]([CH2:34][CH2:33][C:32]([C:13]1[CH:14]=[CH:15][C:10]([O:9][CH2:8][C:3]2[CH:4]=[CH:5][CH:6]=[CH:7][C:2]=2[F:1])=[CH:11][C:12]=1[F:17])=[O:31])[C:44]([O:46][CH3:47])=[O:45])=[O:38])([CH3:41])[CH3:42]. Reactant: [F:1][C:2]1[CH:7]=[CH:6][CH:5]=[CH:4][C:3]=1[CH2:8][O:9][C:10]1[CH:15]=[CH:14][C:13](Br)=[C:12]([F:17])[CH:11]=1.CN(CCN(C)C)C.C([Li])CCC.[O:31]=[C:32]1[N:36]([C:37]([O:39][C:40]([CH3:43])([CH3:42])[CH3:41])=[O:38])[C@H:35]([C:44]([O:46][CH3:47])=[O:45])[CH2:34][CH2:33]1. The catalyst class is: 1. (4) Reactant: [C:1]([O:6][CH2:7][CH3:8])(=[O:5])/[CH:2]=[CH:3]/[CH3:4].[C:9]([O-])(=O)/C=C/C.CC1CC1C([O-])=O. Product: [CH3:4][CH:3]1[CH2:9][CH:2]1[C:1]([O:6][CH2:7][CH3:8])=[O:5]. The catalyst class is: 16. (5) Reactant: [CH3:1][O:2][C:3]1[C:23]2[CH2:22][NH+:10]3[CH2:11][CH2:12][C:13]4[C:18]([C:9]3=[C:8]([CH3:24])[C:7]=2[CH:6]=[CH:5][C:4]=1[O:25][CH3:26])=[CH:17][C:16]1[O:19][CH2:20][O:21][C:15]=1[CH:14]=4.[I-].[C:28]([Mg]Br)#[C:29][CH3:30].O1CCCC1. Product: [CH3:1][O:2][C:3]1[C:23]2[CH:22]([C:28]#[C:29][CH3:30])[N:10]3[CH2:11][CH2:12][C:13]4[C:18]([C:9]3=[C:8]([CH3:24])[C:7]=2[CH:6]=[CH:5][C:4]=1[O:25][CH3:26])=[CH:17][C:16]1[O:19][CH2:20][O:21][C:15]=1[CH:14]=4. The catalyst class is: 27. (6) Reactant: C(OC([N:8]1[CH2:12][CH2:11][C:10]([C:15]2[CH:20]=[CH:19][C:18]([F:21])=[C:17]([Cl:22])[CH:16]=2)([O:13][CH3:14])[CH2:9]1)=O)(C)(C)C.FC(F)(F)C(O)=O. Product: [Cl:22][C:17]1[CH:16]=[C:15]([C:10]2([O:13][CH3:14])[CH2:11][CH2:12][NH:8][CH2:9]2)[CH:20]=[CH:19][C:18]=1[F:21]. The catalyst class is: 2. (7) Reactant: [F:1][C:2]1[CH:29]=[CH:28][C:5]([CH2:6][N:7]2[C:11]3=[CH:12][N:13]=[C:14]([C:16]([O:18]C)=[O:17])[CH:15]=[C:10]3[C:9]([CH2:20][N:21]3[CH2:26][CH2:25][NH:24][C:23](=[O:27])[CH2:22]3)=[CH:8]2)=[CH:4][CH:3]=1.[OH-].[Li+]. Product: [F:1][C:2]1[CH:3]=[CH:4][C:5]([CH2:6][N:7]2[C:11]3=[CH:12][N:13]=[C:14]([C:16]([OH:18])=[O:17])[CH:15]=[C:10]3[C:9]([CH2:20][N:21]3[CH2:26][CH2:25][NH:24][C:23](=[O:27])[CH2:22]3)=[CH:8]2)=[CH:28][CH:29]=1. The catalyst class is: 24. (8) Reactant: [NH2:1][CH2:2][CH2:3][C:4]1[CH:27]=[CH:26][C:7]([O:8][CH:9]2[CH2:14][CH2:13][N:12]([C:15]([NH:17][CH2:18][C:19]3[CH:24]=[CH:23][C:22]([F:25])=[CH:21][CH:20]=3)=[O:16])[CH2:11][CH2:10]2)=[CH:6][CH:5]=1.C([Si]([O:45][C:46]1[CH:51]=[CH:50][C:49]([O:52][CH2:53][CH:54]2[CH2:56][O:55]2)=[CH:48][CH:47]=1)(C1C=CC=CC=1)C1C=CC=CC=1)(C)(C)C. Product: [F:25][C:22]1[CH:21]=[CH:20][C:19]([CH2:18][NH:17][C:15]([N:12]2[CH2:11][CH2:10][CH:9]([O:8][C:7]3[CH:6]=[CH:5][C:4]([CH2:3][CH2:2][NH:1][CH2:56][C@H:54]([OH:55])[CH2:53][O:52][C:49]4[CH:50]=[CH:51][C:46]([OH:45])=[CH:47][CH:48]=4)=[CH:27][CH:26]=3)[CH2:14][CH2:13]2)=[O:16])=[CH:24][CH:23]=1. The catalyst class is: 98. (9) Reactant: FC(F)(F)C(O)=O.[N:8]1([C:14]2[C:15]([NH2:26])=[N:16][CH:17]=[C:18]([C:20]3[CH:25]=[CH:24][N:23]=[CH:22][CH:21]=3)[N:19]=2)[CH2:13][CH2:12][NH:11][CH2:10][CH2:9]1.Cl[CH2:28][CH2:29][CH2:30][OH:31].[I-].[K+].C(=O)([O-])[O-].[K+].[K+].C(=O)(O)[O-].[Na+]. Product: [NH2:26][C:15]1[C:14]([N:8]2[CH2:13][CH2:12][N:11]([CH2:28][CH2:29][CH2:30][OH:31])[CH2:10][CH2:9]2)=[N:19][C:18]([C:20]2[CH:21]=[CH:22][N:23]=[CH:24][CH:25]=2)=[CH:17][N:16]=1. The catalyst class is: 10.